The task is: Predict the reactants needed to synthesize the given product.. This data is from Full USPTO retrosynthesis dataset with 1.9M reactions from patents (1976-2016). The reactants are: [CH3:1][S:2](Cl)(=[O:4])=[O:3].[Br:6][C:7]1[CH:8]=[C:9]([Cl:20])[C:10]([CH:13]2[CH2:18][CH:17]([OH:19])[CH2:16][CH2:15][O:14]2)=[N:11][CH:12]=1. Given the product [CH3:1][S:2]([O:19][CH:17]1[CH2:16][CH2:15][O:14][CH:13]([C:10]2[C:9]([Cl:20])=[CH:8][C:7]([Br:6])=[CH:12][N:11]=2)[CH2:18]1)(=[O:4])=[O:3], predict the reactants needed to synthesize it.